This data is from Full USPTO retrosynthesis dataset with 1.9M reactions from patents (1976-2016). The task is: Predict the reactants needed to synthesize the given product. (1) Given the product [C:1]([C:3]1[CH:4]=[C:5]([C:6]2[O:8][N:31]=[C:32]([C:34]3[CH:35]=[C:36]4[C:40](=[CH:41][CH:42]=3)[N:39]([C:43]([O:45][C:46]([CH3:49])([CH3:48])[CH3:47])=[O:44])[CH:38]=[CH:37]4)[N:33]=2)[CH:9]=[CH:10][C:11]=1[O:12][CH:13]([CH3:15])[CH3:14])#[N:2], predict the reactants needed to synthesize it. The reactants are: [C:1]([C:3]1[CH:4]=[C:5]([CH:9]=[CH:10][C:11]=1[O:12][CH:13]([CH3:15])[CH3:14])[C:6]([OH:8])=O)#[N:2].C1C=CC2N(O)N=NC=2C=1.C(Cl)CCl.O[NH:31][C:32]([C:34]1[CH:35]=[C:36]2[C:40](=[CH:41][CH:42]=1)[N:39]([C:43]([O:45][C:46]([CH3:49])([CH3:48])[CH3:47])=[O:44])[CH:38]=[CH:37]2)=[NH:33]. (2) Given the product [CH3:45][C:44]1[C:39]2[C:38](=[O:52])[NH:37][C:36]([C@H:32]3[C@H:33]([CH3:35])[CH2:34][NH:30][CH2:31]3)=[N:41][C:40]=2[N:42]([CH:46]2[CH2:51][CH2:50][O:49][CH2:48][CH2:47]2)[N:43]=1, predict the reactants needed to synthesize it. The reactants are: C[C@@H]1CNC[C@H]1C1NC(=O)C2C=NN(C3CCOCC3)C=2N=1.C([N:30]1[CH2:34][C@@H:33]([CH3:35])[C@H:32]([C:36]2[NH:37][C:38](=[O:52])[C:39]3[C:44]([CH3:45])=[N:43][N:42]([CH:46]4[CH2:51][CH2:50][O:49][CH2:48][CH2:47]4)[C:40]=3[N:41]=2)[CH2:31]1)C1C=CC=CC=1. (3) Given the product [CH:1]1([N:8]2[CH2:12][CH:11]([CH2:13][O:14][C:18]3[CH:23]=[CH:22][CH:21]=[CH:20][CH:19]=3)[C:10]([CH3:15])([CH3:16])[C:9]2=[O:17])[CH2:2][CH2:3][CH2:4][CH2:5][CH2:6][CH2:7]1, predict the reactants needed to synthesize it. The reactants are: [CH:1]1([N:8]2[CH2:12][CH:11]([CH2:13][OH:14])[C:10]([CH3:16])([CH3:15])[C:9]2=[O:17])[CH2:7][CH2:6][CH2:5][CH2:4][CH2:3][CH2:2]1.[C:18]1(O)[CH:23]=[CH:22][CH:21]=[CH:20][CH:19]=1.C1(P(C2C=CC=CC=2)C2C=CC=CC=2)C=CC=CC=1.N(C(OC(C)(C)C)=O)=NC(OC(C)(C)C)=O. (4) Given the product [Cl:1][C:2]1[C:3]([F:11])=[C:4]([B:24]2[O:28][C:27]([CH3:30])([CH3:29])[C:26]([CH3:32])([CH3:31])[O:25]2)[C:5]([CH:8]([F:9])[F:10])=[CH:6][CH:7]=1, predict the reactants needed to synthesize it. The reactants are: [Cl:1][C:2]1[CH:7]=[CH:6][C:5]([CH:8]([F:10])[F:9])=[CH:4][C:3]=1[F:11].[Li+].CC([N-]C(C)C)C.C(O[B:24]1[O:28][C:27]([CH3:30])([CH3:29])[C:26]([CH3:32])([CH3:31])[O:25]1)(C)C. (5) Given the product [CH2:34]([O:36][C:37](=[O:61])[CH2:38][C:39]1([CH2:42][CH2:43][CH:44](/[CH:59]=[CH:10]/[C:9]2[CH:30]=[CH:31][CH:32]=[CH:33][C:8]=2[OH:7])[CH2:45][C:46]2[CH:58]=[CH:57][C:49]([C:50]([O:52][C:53]([CH3:54])([CH3:55])[CH3:56])=[O:51])=[CH:48][CH:47]=2)[CH2:41][CH2:40]1)[CH3:35], predict the reactants needed to synthesize it. The reactants are: C([Li])CCC.[Br-].[OH:7][C:8]1[CH:33]=[CH:32][CH:31]=[CH:30][C:9]=1[CH2:10][P+](C1C=CC=CC=1)(C1C=CC=CC=1)C1C=CC=CC=1.[CH2:34]([O:36][C:37](=[O:61])[CH2:38][C:39]1([CH2:42][CH2:43][CH:44]([CH:59]=O)[CH2:45][C:46]2[CH:58]=[CH:57][C:49]([C:50]([O:52][C:53]([CH3:56])([CH3:55])[CH3:54])=[O:51])=[CH:48][CH:47]=2)[CH2:41][CH2:40]1)[CH3:35].[Cl-].[NH4+].